This data is from Full USPTO retrosynthesis dataset with 1.9M reactions from patents (1976-2016). The task is: Predict the reactants needed to synthesize the given product. (1) Given the product [Cl:1][C:2]1[CH:9]=[CH:8][C:5]([CH:6]=[N:10][NH:11][C:12]([NH2:14])=[S:13])=[CH:4][CH:3]=1, predict the reactants needed to synthesize it. The reactants are: [Cl:1][C:2]1[CH:9]=[CH:8][C:5]([CH:6]=O)=[CH:4][CH:3]=1.[NH2:10][NH:11][C:12]([NH2:14])=[S:13]. (2) Given the product [NH2:1][C:2]1[N:7]=[C:6]([NH2:8])[C:5]([O:9][C:10]2[C:11]([CH:21]([CH3:23])[CH3:22])=[CH:12][C:13]([O:19][CH3:20])=[C:14]([CH:18]=2)[C:15]([NH2:17])=[S:33])=[CH:4][N:3]=1, predict the reactants needed to synthesize it. The reactants are: [NH2:1][C:2]1[N:7]=[C:6]([NH2:8])[C:5]([O:9][C:10]2[C:11]([CH:21]([CH3:23])[CH3:22])=[CH:12][C:13]([O:19][CH3:20])=[C:14]([CH:18]=2)[C:15]([NH2:17])=O)=[CH:4][N:3]=1.COC1C=CC(P2(SP(C3C=CC(OC)=CC=3)(=S)S2)=[S:33])=CC=1. (3) Given the product [CH3:51][O:52][C:53]1[CH:54]=[C:55]([CH:79]=[CH:80][CH:81]=1)[CH2:56][N:57]([CH2:65][C@@H:66]([OH:78])[C@@H:67]([NH:77][C:4](=[O:6])[C:3]1[CH:7]=[C:8]([S:14]([CH3:17])(=[O:15])=[O:16])[CH:9]=[C:10]([C:11](=[O:13])[CH3:12])[CH:2]=1)[CH2:68][C:69]1[CH:70]=[C:71]([F:76])[CH:72]=[C:73]([F:75])[CH:74]=1)[C:58](=[O:64])[O:59][C:60]([CH3:63])([CH3:61])[CH3:62], predict the reactants needed to synthesize it. The reactants are: C[C:2]1[C:10]([C:11](=[O:13])[CH3:12])=[CH:9][C:8]([S:14]([CH3:17])(=[O:16])=[O:15])=[CH:7][C:3]=1[C:4]([OH:6])=O.CN(C(ON1N=NC2C=CC=NC1=2)=[N+](C)C)C.F[P-](F)(F)(F)(F)F.CCN(C(C)C)C(C)C.[CH3:51][O:52][C:53]1[CH:54]=[C:55]([CH:79]=[CH:80][CH:81]=1)[CH2:56][N:57]([CH2:65][C@@H:66]([OH:78])[C@@H:67]([NH2:77])[CH2:68][C:69]1[CH:74]=[C:73]([F:75])[CH:72]=[C:71]([F:76])[CH:70]=1)[C:58](=[O:64])[O:59][C:60]([CH3:63])([CH3:62])[CH3:61]. (4) Given the product [Cl:1][C:2]1[CH:7]=[C:6]([Cl:8])[CH:5]=[CH:4][C:3]=1[CH:9]([NH:12][C:13](=[O:16])[CH2:14][SH:15])[CH2:10][CH3:11], predict the reactants needed to synthesize it. The reactants are: [Cl:1][C:2]1[CH:7]=[C:6]([Cl:8])[CH:5]=[CH:4][C:3]=1[CH:9]([NH2:12])[CH2:10][CH3:11].[C:13](O)(=[O:16])[CH2:14][SH:15]. (5) Given the product [C:26]1([C:22]2[CH:21]=[C:20]([C:17]3[CH:16]=[CH:15][C:14]([C:5]4[CH:4]=[C:3]([OH:2])[N:7]([C:8]5[N:9]=[CH:10][CH:11]=[CH:12][N:13]=5)[N:6]=4)=[CH:19][CH:18]=3)[CH:25]=[CH:24][CH:23]=2)[CH:27]=[CH:28][CH:29]=[CH:30][CH:31]=1, predict the reactants needed to synthesize it. The reactants are: C(=O)(OC(C)(C)C)[O:2][C:3]1[N:7]([C:8]2[N:13]=[CH:12][CH:11]=[CH:10][N:9]=2)[N:6]=[C:5]([C:14]2[CH:19]=[CH:18][C:17]([C:20]3[CH:25]=[CH:24][CH:23]=[C:22]([C:26]4[CH:31]=[CH:30][CH:29]=[CH:28][CH:27]=4)[CH:21]=3)=[CH:16][CH:15]=2)[CH:4]=1.C(=O)(OC(C)(C)C)OC1N(C2C=CC=CN=2)N=C(C2C=CC(C3C=CC=CC=3)=CC=2)C=1. (6) Given the product [C:25]([O:24][C:22](=[O:23])[O:21][C:18]1[CH:19]=[CH:20][C:15]([C@H:13]([CH3:14])[C@H:9]([NH:8][C:6]([O:5][C:1]([CH3:2])([CH3:4])[CH3:3])=[O:7])[C:10]([N:34]2[CH2:35][CH2:36][C:32]([F:37])([F:31])[CH2:33]2)=[O:12])=[C:16]([F:29])[CH:17]=1)([CH3:27])([CH3:26])[CH3:28], predict the reactants needed to synthesize it. The reactants are: [C:1]([O:5][C:6]([NH:8][C@@H:9]([C@H:13]([C:15]1[CH:20]=[CH:19][C:18]([O:21][C:22]([O:24][C:25]([CH3:28])([CH3:27])[CH3:26])=[O:23])=[CH:17][C:16]=1[F:29])[CH3:14])[C:10]([OH:12])=O)=[O:7])([CH3:4])([CH3:3])[CH3:2].Cl.[F:31][C:32]1([F:37])[CH2:36][CH2:35][NH:34][CH2:33]1. (7) Given the product [CH3:60][C:61]1([CH3:69])[C@H:66]([C:65]2[N:46]([CH2:47][C:48]3[CH:53]=[CH:52][C:51]([O:54][C:55]([F:56])([F:57])[F:58])=[CH:50][CH:49]=3)[C:44]3[CH:45]=[C:40]([O:39][CH2:38][C:35]4[CH:36]=[CH:37][N:33]([CH3:32])[N:34]=4)[CH:41]=[CH:42][C:43]=3[N:59]=2)[C@@H:62]1[C:63]([OH:68])=[O:64], predict the reactants needed to synthesize it. The reactants are: FC(F)(F)OC1C=CC(CN)=CC=1.FC1C=C(C=CC=1[N+]([O-])=O)OCC1C=CN(C)N=1.[CH3:32][N:33]1[CH:37]=[CH:36][C:35]([CH2:38][O:39][C:40]2[CH:45]=[C:44]([NH:46][CH2:47][C:48]3[CH:53]=[CH:52][C:51]([O:54][C:55]([F:58])([F:57])[F:56])=[CH:50][CH:49]=3)[C:43]([NH2:59])=[CH:42][CH:41]=2)=[N:34]1.[CH3:60][C:61]1([CH3:69])[C@@H:66]2[C@H:62]1[C:63](=[O:68])[O:64][C:65]2=O. (8) The reactants are: C[C@H]1[C@]2(C)C[C@H](C(C)=C)CCC2=CCC1.ON1C(=O)C2=CC=CC=C2C1=O.[CH3:28][C@H:29]1[C@:35]2([CH3:43])[CH2:36][C@H:37]([C:40]([CH3:42])=[CH2:41])[CH2:38][CH2:39][C:34]2=[CH:33][C:31](=[O:32])[CH2:30]1. Given the product [CH3:28][C@H:29]1[C@:35]2([CH3:43])[CH2:36][C@H:37]([C:40]([CH3:42])=[CH2:41])[CH2:38][CH2:39][C:34]2=[CH:33][C@@H:31]([OH:32])[CH2:30]1, predict the reactants needed to synthesize it. (9) Given the product [F:1][C:2]1[CH:3]=[CH:4][CH2:5][CH:6]2[C:11]=1[N:10]1[CH2:12][CH2:13][CH2:14][CH:9]1[CH2:8][N:7]2[CH2:25][C:26]([NH2:28])=[O:27], predict the reactants needed to synthesize it. The reactants are: [F:1][C:2]1[CH:3]=[CH:4][CH2:5][CH:6]2[C:11]=1[N:10]1[CH2:12][CH2:13][CH2:14][CH:9]1[CH2:8][NH:7]2.C(N(C(C)C)CC)(C)C.Br[CH2:25][C:26]([NH2:28])=[O:27].O.